This data is from NCI-60 drug combinations with 297,098 pairs across 59 cell lines. The task is: Regression. Given two drug SMILES strings and cell line genomic features, predict the synergy score measuring deviation from expected non-interaction effect. (1) Drug 1: CC(CN1CC(=O)NC(=O)C1)N2CC(=O)NC(=O)C2. Drug 2: C1CCC(C(C1)N)N.C(=O)(C(=O)[O-])[O-].[Pt+4]. Cell line: OVCAR-5. Synergy scores: CSS=17.6, Synergy_ZIP=-5.88, Synergy_Bliss=-6.57, Synergy_Loewe=-9.42, Synergy_HSA=-4.00. (2) Drug 1: C1=NC2=C(N1)C(=S)N=C(N2)N. Drug 2: CC1=C2C(C(=O)C3(C(CC4C(C3C(C(C2(C)C)(CC1OC(=O)C(C(C5=CC=CC=C5)NC(=O)C6=CC=CC=C6)O)O)OC(=O)C7=CC=CC=C7)(CO4)OC(=O)C)O)C)OC(=O)C. Cell line: RXF 393. Synergy scores: CSS=9.16, Synergy_ZIP=-7.29, Synergy_Bliss=3.28, Synergy_Loewe=-8.03, Synergy_HSA=1.88. (3) Drug 1: C1=CC(=CC=C1C#N)C(C2=CC=C(C=C2)C#N)N3C=NC=N3. Drug 2: C1=NC2=C(N=C(N=C2N1C3C(C(C(O3)CO)O)F)Cl)N. Cell line: U251. Synergy scores: CSS=-12.2, Synergy_ZIP=10.8, Synergy_Bliss=9.84, Synergy_Loewe=-7.82, Synergy_HSA=-10.4. (4) Drug 1: C1CCC(C1)C(CC#N)N2C=C(C=N2)C3=C4C=CNC4=NC=N3. Drug 2: C(CC(=O)O)C(=O)CN.Cl. Cell line: HL-60(TB). Synergy scores: CSS=3.83, Synergy_ZIP=15.9, Synergy_Bliss=18.2, Synergy_Loewe=8.92, Synergy_HSA=6.74.